Dataset: Peptide-MHC class I binding affinity with 185,985 pairs from IEDB/IMGT. Task: Regression. Given a peptide amino acid sequence and an MHC pseudo amino acid sequence, predict their binding affinity value. This is MHC class I binding data. The binding affinity (normalized) is 0.674. The MHC is Mamu-B8701 with pseudo-sequence Mamu-B8701. The peptide sequence is QWDDPWGEV.